This data is from Cav3 T-type calcium channel HTS with 100,875 compounds. The task is: Binary Classification. Given a drug SMILES string, predict its activity (active/inactive) in a high-throughput screening assay against a specified biological target. (1) The molecule is o1c2c(c3c(cc2)cccc3)cc(c1=O)C(O)=O. The result is 0 (inactive). (2) The compound is OC1(CCCCC1)c1[nH]c2c(c1CC)cc(cc2)C#N. The result is 0 (inactive).